From a dataset of M1 muscarinic receptor antagonist screen with 61,756 compounds. Binary Classification. Given a drug SMILES string, predict its activity (active/inactive) in a high-throughput screening assay against a specified biological target. (1) The compound is s1c(CNC(=O)c2n(nc(c2)C)c2ccccc2)ccc1. The result is 0 (inactive). (2) The drug is O(Cc1nc2n(n1)cnc1n(ncc21)c1ccccc1)c1cc(OC)ccc1. The result is 0 (inactive). (3) The compound is S(=O)(=O)(NCC(=O)N(CC1OCCC1)CC(=O)NCc1ccccc1)c1ccccc1. The result is 0 (inactive). (4) The drug is S1CCN=C1NC(=O)c1oc2c(c1)cccc2. The result is 0 (inactive). (5) The result is 0 (inactive). The drug is S(c1nc2c(c(c1)C(=O)Nc1c(OC)cccc1)cccc2)c1n(C)cnn1. (6) The molecule is N1C(=NCC1)Cc1c(cc(C(C)(C)C)cc1C)C. The result is 1 (active). (7) The drug is S(=O)(=O)(N1CCOCC1)c1cc(ccc1OC)C(=O)NCCc1c2c([nH]c1)cccc2. The result is 0 (inactive).